From a dataset of Full USPTO retrosynthesis dataset with 1.9M reactions from patents (1976-2016). Predict the reactants needed to synthesize the given product. Given the product [CH2:1]([CH:3]1[C:9]2[CH:10]=[CH:11][C:12]([O:14][CH3:15])=[CH:13][C:8]=2[CH2:7][CH2:6][CH2:5][C:4]1=[O:16])[CH3:2], predict the reactants needed to synthesize it. The reactants are: [CH:1](=[C:3]1/[C:4](=[O:16])[CH2:5][CH2:6][CH2:7][C:8]2[CH:13]=[C:12]([O:14][CH3:15])[CH:11]=[CH:10][C:9]/1=2)\[CH3:2].